The task is: Regression. Given two drug SMILES strings and cell line genomic features, predict the synergy score measuring deviation from expected non-interaction effect.. This data is from NCI-60 drug combinations with 297,098 pairs across 59 cell lines. (1) Drug 1: COC1=CC(=CC(=C1O)OC)C2C3C(COC3=O)C(C4=CC5=C(C=C24)OCO5)OC6C(C(C7C(O6)COC(O7)C8=CC=CS8)O)O. Drug 2: C#CCC(CC1=CN=C2C(=N1)C(=NC(=N2)N)N)C3=CC=C(C=C3)C(=O)NC(CCC(=O)O)C(=O)O. Cell line: K-562. Synergy scores: CSS=33.0, Synergy_ZIP=-12.6, Synergy_Bliss=-25.6, Synergy_Loewe=-22.5, Synergy_HSA=-21.7. (2) Drug 1: C1CC(=O)NC(=O)C1N2CC3=C(C2=O)C=CC=C3N. Drug 2: CC12CCC3C(C1CCC2OP(=O)(O)O)CCC4=C3C=CC(=C4)OC(=O)N(CCCl)CCCl.[Na+]. Cell line: HT29. Synergy scores: CSS=11.2, Synergy_ZIP=1.10, Synergy_Bliss=4.04, Synergy_Loewe=6.32, Synergy_HSA=5.18. (3) Drug 1: CNC(=O)C1=CC=CC=C1SC2=CC3=C(C=C2)C(=NN3)C=CC4=CC=CC=N4. Drug 2: C(CCl)NC(=O)N(CCCl)N=O. Cell line: MDA-MB-231. Synergy scores: CSS=12.9, Synergy_ZIP=0.815, Synergy_Bliss=4.40, Synergy_Loewe=0.722, Synergy_HSA=0.276. (4) Drug 1: C1=CC(=CC=C1CCCC(=O)O)N(CCCl)CCCl. Drug 2: CC1C(C(CC(O1)OC2CC(OC(C2O)C)OC3=CC4=CC5=C(C(=O)C(C(C5)C(C(=O)C(C(C)O)O)OC)OC6CC(C(C(O6)C)O)OC7CC(C(C(O7)C)O)OC8CC(C(C(O8)C)O)(C)O)C(=C4C(=C3C)O)O)O)O. Cell line: EKVX. Synergy scores: CSS=12.0, Synergy_ZIP=7.06, Synergy_Bliss=5.87, Synergy_Loewe=8.92, Synergy_HSA=8.53. (5) Drug 1: CN(C(=O)NC(C=O)C(C(C(CO)O)O)O)N=O. Drug 2: C(CCl)NC(=O)N(CCCl)N=O. Cell line: PC-3. Synergy scores: CSS=49.2, Synergy_ZIP=-1.11, Synergy_Bliss=-1.87, Synergy_Loewe=-5.19, Synergy_HSA=-0.648. (6) Drug 1: CCCS(=O)(=O)NC1=C(C(=C(C=C1)F)C(=O)C2=CNC3=C2C=C(C=N3)C4=CC=C(C=C4)Cl)F. Drug 2: CC1=C2C(C(=O)C3(C(CC4C(C3C(C(C2(C)C)(CC1OC(=O)C(C(C5=CC=CC=C5)NC(=O)OC(C)(C)C)O)O)OC(=O)C6=CC=CC=C6)(CO4)OC(=O)C)OC)C)OC. Cell line: K-562. Synergy scores: CSS=73.2, Synergy_ZIP=14.0, Synergy_Bliss=12.1, Synergy_Loewe=-28.8, Synergy_HSA=11.0.